From a dataset of Full USPTO retrosynthesis dataset with 1.9M reactions from patents (1976-2016). Predict the reactants needed to synthesize the given product. (1) Given the product [NH:1]1[C:5]2[CH:6]=[CH:7][CH:8]=[CH:9][C:4]=2[N:3]=[C:2]1[C:10]([C:12]1[CH:17]=[CH:16][C:15]([O:18][C:19]2[C:24]([C:26]([O:29][CH2:31][CH3:32])=[O:28])=[N:23][CH:22]=[CH:21][N:20]=2)=[CH:14][CH:13]=1)=[O:11], predict the reactants needed to synthesize it. The reactants are: [NH:1]1[C:5]2[CH:6]=[CH:7][CH:8]=[CH:9][C:4]=2[N:3]=[C:2]1[C:10]([C:12]1[CH:17]=[CH:16][C:15]([O:18][C:19]2[C:24](Cl)=[N:23][CH:22]=[CH:21][N:20]=2)=[CH:14][CH:13]=1)=[O:11].[C:26]([O-:29])(=[O:28])C.[Na+].[CH2:31](O)[CH3:32]. (2) The reactants are: [C:1]([N:20]1[CH:28]=[N:27][C:26]2[C:21]1=[N:22][CH:23]=[N:24][C:25]=2[NH:29][C:30](=[O:36])[O:31][C:32]([CH3:35])([CH3:34])[CH3:33])([C:14]1[CH:19]=[CH:18][CH:17]=[CH:16][CH:15]=1)([C:8]1[CH:13]=[CH:12][CH:11]=[CH:10][CH:9]=1)[C:2]1[CH:7]=[CH:6][CH:5]=[CH:4][CH:3]=1.[H-].[Na+].Br[CH2:40][C:41]1[O:42][C:43](=[O:57])[C:44]2[C:49]([C:50]=1[C:51]1[CH:56]=[CH:55][CH:54]=[CH:53][CH:52]=1)=[CH:48][CH:47]=[CH:46][CH:45]=2.O. Given the product [O:57]=[C:43]1[C:44]2[C:49](=[CH:48][CH:47]=[CH:46][CH:45]=2)[C:50]([C:51]2[CH:56]=[CH:55][CH:54]=[CH:53][CH:52]=2)=[C:41]([CH2:40][N:29]([C:25]2[N:24]=[CH:23][N:22]=[C:21]3[C:26]=2[N:27]=[CH:28][N:20]3[C:1]([C:8]2[CH:13]=[CH:12][CH:11]=[CH:10][CH:9]=2)([C:14]2[CH:15]=[CH:16][CH:17]=[CH:18][CH:19]=2)[C:2]2[CH:3]=[CH:4][CH:5]=[CH:6][CH:7]=2)[C:30](=[O:36])[O:31][C:32]([CH3:33])([CH3:35])[CH3:34])[O:42]1, predict the reactants needed to synthesize it. (3) Given the product [NH:1]1[C:9]2[C:4](=[CH:5][CH:6]=[CH:7][CH:8]=2)[C:3]([CH2:10][C:11]([O:13][CH2:14][CH3:15])=[O:12])=[N:2]1, predict the reactants needed to synthesize it. The reactants are: [NH:1]1[C:9]2[C:4](=[CH:5][CH:6]=[CH:7][CH:8]=2)[C:3]([CH2:10][C:11]([OH:13])=[O:12])=[N:2]1.[CH2:14](O)[CH3:15]. (4) Given the product [C:1]([N:4]1[C:13]2[C:8](=[CH:9][C:10]([C:14]3[CH:24]=[CH:23][C:17]([C:18]([O-:20])=[O:19])=[CH:16][CH:15]=3)=[CH:11][CH:12]=2)[C@H:7]([NH:25][C:26]2[CH:31]=[CH:30][C:29]([CH3:32])=[CH:28][N:27]=2)[CH2:6][C@@H:5]1[CH3:33])(=[O:3])[CH3:2].[Li+:36], predict the reactants needed to synthesize it. The reactants are: [C:1]([N:4]1[C:13]2[C:8](=[CH:9][C:10]([C:14]3[CH:24]=[CH:23][C:17]([C:18]([O:20]CC)=[O:19])=[CH:16][CH:15]=3)=[CH:11][CH:12]=2)[C@H:7]([NH:25][C:26]2[CH:31]=[CH:30][C:29]([CH3:32])=[CH:28][N:27]=2)[CH2:6][C@@H:5]1[CH3:33])(=[O:3])[CH3:2].O.[OH-].[Li+:36]. (5) Given the product [OH:1][C:2]1[CH:3]=[C:4]2[O:21][C:31]([CH3:35])([CH3:34])[CH:32]=[CH:33][C:5]2=[C:6]2[C:15]=1[C:14](=[O:16])[C:13]1[CH:12]=[C:11]3[CH:17]=[CH:18][CH:19]=[CH:20][C:10]3=[CH:9][C:8]=1[NH:7]2, predict the reactants needed to synthesize it. The reactants are: [OH:1][C:2]1[C:15]2[C:14](=[O:16])[C:13]3[CH:12]=[C:11]4[CH:17]=[CH:18][CH:19]=[CH:20][C:10]4=[CH:9][C:8]=3[NH:7][C:6]=2[CH:5]=[C:4]([OH:21])[CH:3]=1.C(=O)([O-])[O-].[K+].[K+].[I-].[K+].Cl[C:31]([CH3:35])([CH3:34])[C:32]#[CH:33]. (6) Given the product [Br:17][C:15]1[CH:16]=[C:11]([NH:9][C:7]2[NH:6][N:5]=[C:4]([CH:1]3[CH2:3][CH2:2]3)[CH:8]=2)[C:12](=[O:19])[N:13]([CH3:18])[CH:14]=1, predict the reactants needed to synthesize it. The reactants are: [CH:1]1([C:4]2[CH:8]=[C:7]([NH2:9])[NH:6][N:5]=2)[CH2:3][CH2:2]1.Br[C:11]1[C:12](=[O:19])[N:13]([CH3:18])[CH:14]=[C:15]([Br:17])[CH:16]=1.